From a dataset of Catalyst prediction with 721,799 reactions and 888 catalyst types from USPTO. Predict which catalyst facilitates the given reaction. (1) Reactant: COC1C=C(OC)C=CC=1C[NH:6][C:7]1[S:11][N:10]=[CH:9][N:8]=1.[Li].Cl[S:20]([C:23]1[CH:31]=[CH:30][C:26]([C:27]([OH:29])=[O:28])=[CH:25][C:24]=1[F:32])(=[O:22])=[O:21]. Product: [F:32][C:24]1[CH:25]=[C:26]([CH:30]=[CH:31][C:23]=1[S:20]([NH:6][C:7]1[S:11][N:10]=[CH:9][N:8]=1)(=[O:22])=[O:21])[C:27]([OH:29])=[O:28]. The catalyst class is: 220. (2) Reactant: [N:1]([CH2:4][CH2:5][C:6]1[CH:15]=[CH:14][C:13]2[C:8](=[CH:9][CH:10]=[CH:11][CH:12]=2)[CH:7]=1)=[N+]=[N-].C1(P(C2C=CC=CC=2)C2C=CC=CC=2)C=CC=CC=1.O. Product: [CH:7]1[C:8]2[C:13](=[CH:12][CH:11]=[CH:10][CH:9]=2)[CH:14]=[CH:15][C:6]=1[CH2:5][CH2:4][NH2:1]. The catalyst class is: 7. (3) Reactant: [CH2:1]([N:8]1[CH2:20][C@H:19]2[C@H:11]([C:12](=O)[C:13]3[C:18]2=[CH:17][C:16]([Br:21])=[CH:15][C:14]=3[CH3:22])[CH2:10][CH2:9]1)[C:2]1[CH:7]=[CH:6][CH:5]=[CH:4][CH:3]=1.O.NN. Product: [CH2:1]([N:8]1[CH2:20][C:19]2[C:18]3[C:13](=[C:14]([CH3:22])[CH:15]=[C:16]([Br:21])[CH:17]=3)[CH2:12][C:11]=2[CH2:10][CH2:9]1)[C:2]1[CH:7]=[CH:6][CH:5]=[CH:4][CH:3]=1. The catalyst class is: 196. (4) Reactant: [CH3:1][C:2]1([CH3:8])[CH2:7][CH:6]=[CH:5][CH2:4][O:3]1.ClC1C=C(C=CC=1)C(OO)=[O:14]. Product: [CH3:1][C:2]1([CH3:8])[CH2:7][CH:6]2[CH:5]([O:14]2)[CH2:4][O:3]1. The catalyst class is: 4.